This data is from Reaction yield outcomes from USPTO patents with 853,638 reactions. The task is: Predict the reaction yield, written as a fraction of the theoretical maximum amount of product (1.0 means a 100% yield; for example, 0.34 means a 34% yield). (1) The reactants are [Si]([O:8][CH2:9][CH2:10][N:11]1[CH:15]=[CH:14][C:13]([NH:16][C:17]2[C:18]3[N:19]([C:24]([C:27]#[N:28])=[CH:25][N:26]=3)[N:20]=[C:21](Cl)[CH:22]=2)=[N:12]1)(C(C)(C)C)(C)C.[CH3:29][O:30][C:31]1[CH:32]=[C:33]([CH:35]=[C:36]([N:38]2[C:42]([CH3:43])=[N:41][N:40]=[N:39]2)[CH:37]=1)[NH2:34].C(P(C(C)(C)C)C1(C)CC1(C1C=CC=CC=1)C1C=CC=CC=1)(C)(C)C.CC(C)([O-])C.[Na+]. The catalyst is C1(C)C=CC=CC=1.[CH2-]C=C.[CH2-]C=C.Cl[Pd+].Cl[Pd+].CO. The product is [OH:8][CH2:9][CH2:10][N:11]1[CH:15]=[CH:14][C:13]([NH:16][C:17]2[C:18]3[N:19]([C:24]([C:27]#[N:28])=[CH:25][N:26]=3)[N:20]=[C:21]([NH:34][C:33]3[CH:35]=[C:36]([N:38]4[C:42]([CH3:43])=[N:41][N:40]=[N:39]4)[CH:37]=[C:31]([O:30][CH3:29])[CH:32]=3)[CH:22]=2)=[N:12]1. The yield is 0.0384. (2) The reactants are Cl[C:2]1[C:11]2[CH2:10][N:9]([C:12]([O:14][C:15]([CH3:18])([CH3:17])[CH3:16])=[O:13])[CH2:8][CH2:7][C:6]=2[N:5]=[C:4]2[CH:19]=[CH:20][C:21]([C:23]#[N:24])=[CH:22][C:3]=12.Cl.[Cl:26][C:27]1[CH:28]=[C:29]([CH:32]=[CH:33][C:34]=1[O:35][CH3:36])[CH2:30][NH2:31].[Na+].[I-].CCOC(C)=O. The yield is 0.490. The product is [Cl:26][C:27]1[CH:28]=[C:29]([CH:32]=[CH:33][C:34]=1[O:35][CH3:36])[CH2:30][NH:31][C:2]1[C:11]2[CH2:10][N:9]([C:12]([O:14][C:15]([CH3:16])([CH3:18])[CH3:17])=[O:13])[CH2:8][CH2:7][C:6]=2[N:5]=[C:4]2[CH:19]=[CH:20][C:21]([C:23]#[N:24])=[CH:22][C:3]=12. The catalyst is CN1C(=O)CCC1.CCOCC. (3) The reactants are [F:1][C:2]1[CH:40]=[CH:39][C:5]([CH2:6][O:7][CH2:8][C:9]([NH:11][CH2:12][CH2:13][CH2:14][C:15]2[CH:20]=[CH:19][C:18]([CH2:21][N:22]([C@@H:26](CC3C4C(=CC=CC=4)NC=3)CO)[CH2:23][CH2:24][OH:25])=[CH:17][CH:16]=2)=[O:10])=[CH:4][CH:3]=1.FC1C=CC(COCC(NCCCC2C=CC(CN[C@@H](C[C:67]3[C:75]4[C:70](=[CH:71][CH:72]=[CH:73][CH:74]=4)[NH:69][CH:68]=3)CO)=CC=2)=O)=CC=1. No catalyst specified. The product is [NH:69]1[C:70]2[C:75](=[CH:74][CH:73]=[CH:72][CH:71]=2)[C:67]([CH2:26][N:22]([CH2:21][C:18]2[CH:17]=[CH:16][C:15]([CH2:14][CH2:13][CH2:12][NH:11][C:9](=[O:10])[CH2:8][O:7][CH2:6][C:5]3[CH:4]=[CH:3][C:2]([F:1])=[CH:40][CH:39]=3)=[CH:20][CH:19]=2)[CH2:23][CH2:24][OH:25])=[CH:68]1. The yield is 0.140. (4) The reactants are F.F.F.C(N(CC)CC)C.[Si]([O:28][CH2:29][C@H:30]1[O:34][C@@H:33]([N:35]2[CH:42]=[C:41]([CH3:43])[C:39](=[O:40])[NH:38][C:36]2=[O:37])[C@H:32]([O:44][CH2:45][CH2:46][O:47][N:48]([CH3:50])[CH3:49])[C@@H:31]1[OH:51])(C(C)(C)C)(C1C=CC=CC=1)C1C=CC=CC=1.CO. The catalyst is C1COCC1.C(Cl)Cl. The product is [CH3:49][N:48]([CH3:50])[O:47][CH2:46][CH2:45][O:44][C@@H:32]1[C@H:31]([OH:51])[C@@H:30]([CH2:29][OH:28])[O:34][C@H:33]1[N:35]1[CH:42]=[C:41]([CH3:43])[C:39](=[O:40])[NH:38][C:36]1=[O:37]. The yield is 0.925. (5) The reactants are [OH:1][C:2]1[CH:3]=[C:4]([CH:7]=[CH:8][C:9]=1[OH:10])[CH:5]=[O:6].Cl[C:12]([F:17])([F:16])C([O-])=O.[Na+].[OH-].[Na+]. The catalyst is CN(C)C=O.O. The product is [F:16][CH:12]([F:17])[O:10][C:9]1[CH:8]=[CH:7][C:4]([CH:5]=[O:6])=[CH:3][C:2]=1[OH:1]. The yield is 0.440. (6) The reactants are [Br:1][C:2]1[CH:3]=[C:4]2[C:9](=[CH:10][CH:11]=1)[N:8]=[C:7]([C:12]1[CH:17]=[CH:16][CH:15]=[C:14]([C:18]([F:21])([F:20])[F:19])[CH:13]=1)[C:6]([CH3:22])=[C:5]2[C:23]([OH:25])=[O:24].[C:26](Cl)(=O)C(Cl)=O.CO. The catalyst is ClCCl.CN(C=O)C. The product is [Br:1][C:2]1[CH:3]=[C:4]2[C:9](=[CH:10][CH:11]=1)[N:8]=[C:7]([C:12]1[CH:17]=[CH:16][CH:15]=[C:14]([C:18]([F:21])([F:19])[F:20])[CH:13]=1)[C:6]([CH3:22])=[C:5]2[C:23]([O:25][CH3:26])=[O:24]. The yield is 0.730.